Dataset: Reaction yield outcomes from USPTO patents with 853,638 reactions. Task: Predict the reaction yield, written as a fraction of the theoretical maximum amount of product (1.0 means a 100% yield; for example, 0.34 means a 34% yield). (1) The reactants are [CH3:1][C:2](C)([O-])C.[Na+].Br[C:8]1[CH:9]=[C:10]2[C:16]([C:17]3[CH:22]=[CH:21][CH:20]=[CH:19][C:18]=3[O:23][CH3:24])=[CH:15][N:14]([Si](C(C)C)(C(C)C)C(C)C)[C:11]2=[N:12][CH:13]=1.[F-].C([N+:40]([CH2:49][CH2:50][CH2:51][CH3:52])([CH2:45]CCC)CCCC)CCC.[Na]. The catalyst is O1CCOCC1.CNC1C=CC=CC=1.C1COCC1.C(P[Pd-2]PC(C)(C)C)(C)(C)C.CO. The product is [CH3:24][O:23][C:18]1[CH:19]=[CH:20][CH:21]=[CH:22][C:17]=1[C:16]1[C:10]2[C:11](=[N:12][CH:13]=[C:8]([N:40]([CH3:45])[C:49]3[CH:50]=[CH:51][CH:52]=[CH:2][CH:1]=3)[CH:9]=2)[NH:14][CH:15]=1. The yield is 0.640. (2) The reactants are Cl[C:2]1[CH:10]=[CH:9][C:5]([C:6]([OH:8])=[O:7])=[CH:4][CH:3]=1.[C:11]1([C:17]#[CH:18])[CH:16]=[CH:15][CH:14]=[CH:13][CH:12]=1.[C:19]([O-])([O-])=O.[Cs+].[Cs+].O. The catalyst is C1(P(C2CCCCC2)C2C=CC=CC=2C2C(C(C)C)=CC(S([O-])(=O)=O)=CC=2C(C)C)CCCCC1.[Na+].C(#N)C. The product is [CH3:19][O:8][C:6](=[O:7])[C:5]1[CH:9]=[CH:10][C:2]([C:18]#[C:17][C:11]2[CH:16]=[CH:15][CH:14]=[CH:13][CH:12]=2)=[CH:3][CH:4]=1. The yield is 0.860. (3) The reactants are [CH2:1]([NH:8][C:9]1[N:14]2[N:15]=[CH:16][C:17]([C:18]([O:20][CH2:21][CH3:22])=[O:19])=[C:13]2[N:12]=[CH:11][C:10]=1[C:23](O)=[O:24])[C:2]1[CH:7]=[CH:6][CH:5]=[CH:4][CH:3]=1.[Cl:26][C:27]1[CH:32]=[CH:31][C:30]([CH:33]2[CH2:38][CH2:37][NH:36][CH2:35][CH2:34]2)=[CH:29][CH:28]=1. No catalyst specified. The product is [CH2:1]([NH:8][C:9]1[N:14]2[N:15]=[CH:16][C:17]([C:18]([O:20][CH2:21][CH3:22])=[O:19])=[C:13]2[N:12]=[CH:11][C:10]=1[C:23]([N:36]1[CH2:37][CH2:38][CH:33]([C:30]2[CH:29]=[CH:28][C:27]([Cl:26])=[CH:32][CH:31]=2)[CH2:34][CH2:35]1)=[O:24])[C:2]1[CH:7]=[CH:6][CH:5]=[CH:4][CH:3]=1. The yield is 0.810. (4) The product is [CH:1]1([O:6][C:7]2[N:12]=[C:11]([CH2:13][C:14]3[CH:19]=[CH:18][C:17]([CH2:20][C:21]([OH:23])=[O:22])=[CH:16][CH:15]=3)[CH:10]=[C:9]([C:25]([F:27])([F:28])[F:26])[N:8]=2)[CH2:5][CH2:4][CH2:3][CH2:2]1. The catalyst is C(OCC)(=O)C.O. The yield is 0.530. The reactants are [CH:1]1([O:6][C:7]2[N:12]=[C:11]([CH2:13][C:14]3[CH:19]=[CH:18][C:17]([CH2:20][C:21]([O:23]C)=[O:22])=[CH:16][CH:15]=3)[CH:10]=[C:9]([C:25]([F:28])([F:27])[F:26])[N:8]=2)[CH2:5][CH2:4][CH2:3][CH2:2]1.O1CCOCC1.O.[OH-].[Li+].Cl. (5) The yield is 0.460. The reactants are S(=O)(=O)(O)O.[C:6]1([CH2:12][C:13]2[CH:21]=[CH:20][CH:19]=[C:15]([C:16]([OH:18])=[O:17])[C:14]=2[OH:22])[CH:11]=[CH:10][CH:9]=[CH:8][CH:7]=1.[CH3:23]O. No catalyst specified. The product is [C:6]1([CH2:12][C:13]2[CH:21]=[CH:20][CH:19]=[C:15]([C:16]([O:18][CH3:23])=[O:17])[C:14]=2[OH:22])[CH:7]=[CH:8][CH:9]=[CH:10][CH:11]=1.